From a dataset of Full USPTO retrosynthesis dataset with 1.9M reactions from patents (1976-2016). Predict the reactants needed to synthesize the given product. (1) Given the product [CH3:1][O:2][C:3]1[C:4]([CH3:34])=[C:5]([C:25]([O:32][CH3:33])=[C:26]([O:30][CH3:31])[C:27]=1[O:28][CH3:29])[CH2:6][C:7]1[C:8]([C:52]2[CH:57]=[CH:56][N:55]=[CH:54][CH:53]=2)=[C:9]([CH:14]=[CH:15][CH:16]=1)[C:10]([O:12][CH3:13])=[O:11], predict the reactants needed to synthesize it. The reactants are: [CH3:1][O:2][C:3]1[C:4]([CH3:34])=[C:5]([C:25]([O:32][CH3:33])=[C:26]([O:30][CH3:31])[C:27]=1[O:28][CH3:29])[CH2:6][C:7]1[C:8](OS(C(F)(F)F)(=O)=O)=[C:9]([CH:14]=[CH:15][CH:16]=1)[C:10]([O:12][CH3:13])=[O:11].C(=O)([O-])[O-].[Na+].[Na+].[Cl-].[Li+].B1([C:52]2[CH:57]=[CH:56][N:55]=[CH:54][CH:53]=2)OC(C)(C)C(C)(C)O1. (2) Given the product [C:1]([N:4]1[CH2:9][CH2:8][N:7]([C:10]2[CH:11]=[CH:12][C:13]([NH:16][C:17](=[O:26])[CH2:18][C:19]3[CH:24]=[CH:23][C:22]([C:32]4[CH:31]=[CH:30][N:29]=[C:28]([Cl:27])[CH:33]=4)=[CH:21][CH:20]=3)=[N:14][CH:15]=2)[CH2:6][CH2:5]1)(=[O:3])[CH3:2], predict the reactants needed to synthesize it. The reactants are: [C:1]([N:4]1[CH2:9][CH2:8][N:7]([C:10]2[CH:11]=[CH:12][C:13]([NH:16][C:17](=[O:26])[CH2:18][C:19]3[CH:24]=[CH:23][C:22](I)=[CH:21][CH:20]=3)=[N:14][CH:15]=2)[CH2:6][CH2:5]1)(=[O:3])[CH3:2].[Cl:27][C:28]1[CH:33]=[C:32](B(O)O)[CH:31]=[CH:30][N:29]=1.C([O-])([O-])=O.[Na+].[Na+].C(O)C. (3) Given the product [CH3:24][O:23][C:21]([CH:20]1[C:7]([CH2:6][CH2:5][CH2:4][C:3]([O:2][CH3:1])([CH3:12])[CH2:10][CH3:11])([CH3:8])[O:9]1)=[O:22], predict the reactants needed to synthesize it. The reactants are: [CH3:1][O:2][C:3]([CH3:12])([CH2:10][CH3:11])[CH2:4][CH2:5][CH2:6][C:7](=[O:9])[CH3:8].COC(C)(C)C.Cl[CH2:20][C:21]([O:23][CH3:24])=[O:22].C[O-].[Na+]. (4) The reactants are: Br.[OH:2][C:3]1[CH:4]=[C:5]2[C:10](=[CH:11][C:12]=1[OH:13])[C@H:9]([CH2:14][C:15]1[C:24]3[C:19](=[CH:20][CH:21]=[CH:22][CH:23]=3)[CH:18]=[CH:17][CH:16]=1)[NH:8][CH2:7][CH2:6]2.C(=O)(O)[O-].[Na+].[CH3:30][S:31]([O-:34])(=[O:33])=[O:32]. Given the product [CH3:30][S:31]([OH:34])(=[O:33])=[O:32].[OH:2][C:3]1[CH:4]=[C:5]2[C:10](=[CH:11][C:12]=1[OH:13])[C@H:9]([CH2:14][C:15]1[C:24]3[C:19](=[CH:20][CH:21]=[CH:22][CH:23]=3)[CH:18]=[CH:17][CH:16]=1)[NH:8][CH2:7][CH2:6]2, predict the reactants needed to synthesize it. (5) Given the product [Cl:1][C:2]1[CH:3]=[CH:4][C:5]([C:8]2[CH:9]=[N:10][C:11](=[O:14])[NH:12][N:13]=2)=[CH:6][CH:7]=1, predict the reactants needed to synthesize it. The reactants are: [Cl:1][C:2]1[CH:7]=[CH:6][C:5]([C:8]2[CH2:9][NH:10][C:11](=[O:14])[NH:12][N:13]=2)=[CH:4][CH:3]=1.[N+](C1C=C(S([O-])(=O)=O)C=CC=1)([O-])=O.[Na+].[OH-].[Na+].Cl. (6) Given the product [C:34]([O:38][C:39]([N:25]1[C:26]2[C:31](=[CH:30][CH:29]=[C:28]([Cl:32])[CH:27]=2)/[C:23](=[CH:22]/[C:16]2[CH:17]=[C:18]([Br:21])[CH:19]=[CH:20][C:15]=2[O:14][CH:11]2[CH2:12][CH2:13][N:8]([C:6]([O:5][C:1]([CH3:4])([CH3:2])[CH3:3])=[O:7])[CH2:9][CH2:10]2)/[C:24]1=[O:33])=[O:40])([CH3:37])([CH3:36])[CH3:35], predict the reactants needed to synthesize it. The reactants are: [C:1]([O:5][C:6]([N:8]1[CH2:13][CH2:12][CH:11]([O:14][C:15]2[CH:20]=[CH:19][C:18]([Br:21])=[CH:17][C:16]=2/[CH:22]=[C:23]2\[C:24](=[O:33])[NH:25][C:26]3[C:31]\2=[CH:30][CH:29]=[C:28]([Cl:32])[CH:27]=3)[CH2:10][CH2:9]1)=[O:7])([CH3:4])([CH3:3])[CH3:2].[C:34]([O:38][C:39](O[C:39]([O:38][C:34]([CH3:37])([CH3:36])[CH3:35])=[O:40])=[O:40])([CH3:37])([CH3:36])[CH3:35].C(N(CC)CC)C. (7) Given the product [Cl:15][CH2:16][C:17]([NH:1][C:2]1[CH:14]=[CH:13][C:5]2[S:6][C:7]([C:9]([O:11][CH3:12])=[O:10])=[CH:8][C:4]=2[CH:3]=1)=[O:18], predict the reactants needed to synthesize it. The reactants are: [NH2:1][C:2]1[CH:14]=[CH:13][C:5]2[S:6][C:7]([C:9]([O:11][CH3:12])=[O:10])=[CH:8][C:4]=2[CH:3]=1.[Cl:15][CH2:16][C:17](Cl)=[O:18].C(N(CC)CC)C.O1CCCC1.